This data is from Peptide-MHC class II binding affinity with 134,281 pairs from IEDB. The task is: Regression. Given a peptide amino acid sequence and an MHC pseudo amino acid sequence, predict their binding affinity value. This is MHC class II binding data. (1) The peptide sequence is AFKVAATAANFAPAN. The MHC is DRB1_0802 with pseudo-sequence DRB1_0802. The binding affinity (normalized) is 0.687. (2) The peptide sequence is GQIGNDPNRDIL. The MHC is DRB1_0405 with pseudo-sequence DRB1_0405. The binding affinity (normalized) is 0.296. (3) The peptide sequence is HFFIGDFFVDHYYSE. The MHC is DRB1_0401 with pseudo-sequence DRB1_0401. The binding affinity (normalized) is 0.598. (4) The peptide sequence is SQTTANPSCAEGT. The MHC is DRB5_0101 with pseudo-sequence DRB5_0101. The binding affinity (normalized) is 0. (5) The peptide sequence is MFAAFVISGKSTDMWIER. The MHC is DRB1_0401 with pseudo-sequence DRB1_0401. The binding affinity (normalized) is 0.190. (6) The peptide sequence is NGSQFFLCTAKTAWL. The MHC is DRB1_1501 with pseudo-sequence DRB1_1501. The binding affinity (normalized) is 0.396. (7) The peptide sequence is MVGTILEMLGHRLDD. The MHC is DRB1_1501 with pseudo-sequence DRB1_1501. The binding affinity (normalized) is 0.762. (8) The peptide sequence is GDSYYYSEPTSENNA. The binding affinity (normalized) is 0.370. The MHC is HLA-DQA10501-DQB10302 with pseudo-sequence HLA-DQA10501-DQB10302. (9) The peptide sequence is SVKEDLVAYGGSWKL. The MHC is HLA-DQA10201-DQB10402 with pseudo-sequence HLA-DQA10201-DQB10402. The binding affinity (normalized) is 0.407. (10) The peptide sequence is EDGIYGIFQSTFLGA. The MHC is HLA-DQA10201-DQB10303 with pseudo-sequence HLA-DQA10201-DQB10303. The binding affinity (normalized) is 0.575.